Dataset: Drug-target binding data from BindingDB using Kd measurements. Task: Regression. Given a target protein amino acid sequence and a drug SMILES string, predict the binding affinity score between them. We predict pKd (pKd = -log10(Kd in M); higher means stronger binding). Dataset: bindingdb_kd. (1) The compound is Cc1c(CNCCO)c(O)[nH]c(=O)c1C#N. The target protein (Q16831) has sequence MAATGANAEKAESHNDCPVRLLNPNIAKMKEDILYHFNLTTSRHNFPALFGDVKFVCVGGSPSRMKAFIRCVGAELGLDCPGRDYPNICAGTDRYAMYKVGPVLSVSHGMGIPSISIMLHELIKLLYYARCSNVTIIRIGTSGGIGLEPGTVVITEQAVDTCFKAEFEQIVLGKRVIRKTDLNKKLVQELLLCSAELSEFTTVVGNTMCTLDFYEGQGRLDGALCSYTEKDKQAYLEAAYAAGVRNIEMESSVFAAMCSACGLQAAVVCVTLLNRLEGDQISSPRNVLSEYQQRPQRLVSYFIKKKLSKA. The pKd is 6.8. (2) The drug is c1ccc(C(CCc2ncc(CCNCCc3cnc[nH]3)[nH]2)c2ccccc2)cc1. The target protein (Q9JI35) has sequence MERAPPDGLMNASGALAGEAAAAAGGARTFSAAWTAVLAALMALLIVATVLGNALVMLAFVADSSLRTQNNFFLLNLAISDFLVGVFCIPLYVPYVLTGRWTFGRGLCKLWLVVDYLLCTSSVFNIVLISYDRFLSVTRAVSYRAQQGDTRRAVRKMVLVWVLAFLLYGPAILSWEYLSGGSSIPEGHCYAEFFYNWYFLITASTLEFFTPFLSVTFFNLSIYLNIQRRTRLRLDGGAREAGPDPLPEAQSSPPQPPPGCWGCWPKGQGESMPLHRYGVGEAGPGAEAGEAALGGGSGAAASPTSSSGSSSRGTERPRSLKRGSKPSASSASLEKRMKMVSQSITQRFRLSRDKKVAKSLAIIVSIFGLCWAPYTLLMIIRAACHGHCVPDYWYETSFWLLWANSAVNPVLYPLCHYSFRRAFTKLLCPQKLKVQPHSSLEHCWK. The pKd is 6.0. (3) The small molecule is Cc1ccc(NC(=O)c2ccc(CN3CCN(C)CC3)cc2)cc1Nc1nccc(-c2cccnc2)n1. The target protein (Q9H1R3) has sequence MATENGAVELGIQNPSTDKAPKGPTGERPLAAGKDPGPPDPKKAPDPPTLKKDAKAPASEKGDGTLAQPSTSSQGPKGEGDRGGGPAEGSAGPPAALPQQTATPETSVKKPKAEQGASGSQDPGKPRVGKKAAEGQAAARRGSPAFLHSPSCPAIISSSEKLLAKKPPSEASELTFEGVPMTHSPTDPRPAKAEEGKNILAESQKEVGEKTPGQAGQAKMQGDTSRGIEFQAVPSEKSEVGQALCLTAREEDCFQILDDCPPPPAPFPHRMVELRTGNVSSEFSMNSKEALGGGKFGAVCTCMEKATGLKLAAKVIKKQTPKDKEMVLLEIEVMNQLNHRNLIQLYAAIETPHEIVLFMEYIEGGELFERIVDEDYHLTEVDTMVFVRQICDGILFMHKMRVLHLDLKPENILCVNTTGHLVKIIDFGLARRYNPNEKLKVNFGTPEFLSPEVVNYDQISDKTDMWSMGVITYMLLSGLSPFLGDDDTETLNNVLSGNWY.... The pKd is 5.0. (4) The drug is [NH3+][C@@H](Cc1ccc(OS(=O)(=O)[O-])cc1)C(=O)[O-]. The target protein sequence is QAEEWYFGKITRRESERLLLNPENPRGTFLVRESETVKGAYALSVSDFDNAKGLNVLHYKIRKLDSGGFYITSRTQFSSLQQLVAYYSKHADGLCHRLTNVCPT. The pKd is 6.5. (5) The drug is CCCOc1cc(OCCCCN(C)C)cc(Oc2cc3c(cc2NS(=O)(=O)c2ccc(OC)c(OC)c2)n(C)c(=O)n3C)c1. The target protein (O15164) has sequence MEVAVEKAVAAAAAASAAASGGPSAAPSGENEAESRQGPDSERGGEAARLNLLDTCAVCHQNIQSRAPKLLPCLHSFCQRCLPAPQRYLMLPAPMLGSAETPPPVPAPGSPVSGSSPFATQVGVIRCPVCSQECAERHIIDNFFVKDTTEVPSSTVEKSNQVCTSCEDNAEANGFCVECVEWLCKTCIRAHQRVKFTKDHTVRQKEEVSPEAVGVTSQRPVFCPFHKKEQLKLYCETCDKLTCRDCQLLEHKEHRYQFIEEAFQNQKVIIDTLITKLMEKTKYIKFTGNQIQNRIIEVNQNQKQVEQDIKVAIFTLMVEINKKGKALLHQLESLAKDHRMKLMQQQQEVAGLSKQLEHVMHFSKWAVSSGSSTALLYSKRLITYRLRHLLRARCDASPVTNNTIQFHCDPSFWAQNIINLGSLVIEDKESQPQMPKQNPVVEQNSQPPSGLSSNQLSKFPTQISLAQLRLQHMQQQVMAQRQQVQRRPAPVGLPNPRMQG.... The pKd is 8.8.